Task: Regression. Given a peptide amino acid sequence and an MHC pseudo amino acid sequence, predict their binding affinity value. This is MHC class I binding data.. Dataset: Peptide-MHC class I binding affinity with 185,985 pairs from IEDB/IMGT (1) The peptide sequence is NLADQLIHL. The MHC is HLA-A02:19 with pseudo-sequence HLA-A02:19. The binding affinity (normalized) is 0.820. (2) The peptide sequence is HHSDDALFI. The MHC is HLA-B48:01 with pseudo-sequence HLA-B48:01. The binding affinity (normalized) is 0.0847. (3) The MHC is HLA-A02:11 with pseudo-sequence HLA-A02:11. The binding affinity (normalized) is 0.0847. The peptide sequence is SFVTDLEKY. (4) The peptide sequence is RPPMVTSGL. The MHC is HLA-B40:01 with pseudo-sequence HLA-B40:01. The binding affinity (normalized) is 0.0847. (5) The peptide sequence is EVERLMELPV. The MHC is HLA-A02:02 with pseudo-sequence HLA-A02:02. The binding affinity (normalized) is 0.278. (6) The peptide sequence is APPHGGIAF. The MHC is HLA-B35:01 with pseudo-sequence HLA-B35:01. The binding affinity (normalized) is 0.738.